Dataset: Full USPTO retrosynthesis dataset with 1.9M reactions from patents (1976-2016). Task: Predict the reactants needed to synthesize the given product. (1) Given the product [Cl:1][C:2]1[CH:3]=[C:4]([N+:9]([O-:11])=[O:10])[CH:5]=[CH:6][C:7]=1[N:22]1[CH2:23][CH2:24][N:19]([CH3:18])[CH2:20][CH2:21]1, predict the reactants needed to synthesize it. The reactants are: [Cl:1][C:2]1[CH:3]=[C:4]([N+:9]([O-:11])=[O:10])[CH:5]=[CH:6][C:7]=1F.C([O-])([O-])=O.[K+].[K+].[CH3:18][N:19]1[CH2:24][CH2:23][NH:22][CH2:21][CH2:20]1. (2) Given the product [NH2:1][C:4]1[CH:5]=[C:6]([CH:16]=[CH:17][CH:18]=1)[CH2:7][N:8]1[S:12](=[O:14])(=[O:13])[NH:11][C:10](=[O:15])[CH2:9]1, predict the reactants needed to synthesize it. The reactants are: [N+:1]([C:4]1[CH:5]=[C:6]([CH:16]=[CH:17][CH:18]=1)[CH2:7][N:8]1[S:12](=[O:14])(=[O:13])[NH:11][C:10](=[O:15])[CH2:9]1)([O-])=O.[H][H]. (3) The reactants are: [OH:1][C:2]1[CH:3]=[C:4]([CH:9]=[CH:10][C:11]=1[O:12][CH3:13])[C:5]([O:7][CH3:8])=[O:6].CO[C:16]1[CH:17]=C(C=C[C:25]=1OCC#C)C(OC)=O. Given the product [CH3:13][O:12][C:11]1[CH:10]=[CH:9][C:4]([C:5]([O:7][CH3:8])=[O:6])=[CH:3][C:2]=1[O:1][CH2:17][C:16]#[CH:25], predict the reactants needed to synthesize it. (4) Given the product [F:22][C:23]1[CH:31]=[CH:30][C:26]([C:27]2[O:15][N:14]=[C:12]([C:11]3[CH:16]=[CH:17][C:8]([N:5]4[CH2:6][CH2:7][CH:2]([F:1])[CH2:3][CH2:4]4)=[C:9]([C:18]([F:21])([F:19])[F:20])[CH:10]=3)[N:13]=2)=[CH:25][CH:24]=1, predict the reactants needed to synthesize it. The reactants are: [F:1][CH:2]1[CH2:7][CH2:6][N:5]([C:8]2[CH:17]=[CH:16][C:11]([C:12](=[N:14][OH:15])[NH2:13])=[CH:10][C:9]=2[C:18]([F:21])([F:20])[F:19])[CH2:4][CH2:3]1.[F:22][C:23]1[CH:31]=[CH:30][C:26]([C:27](Cl)=O)=[CH:25][CH:24]=1.N1C=CC=CC=1. (5) Given the product [Br:1][C:2]1[C:3]([F:11])=[CH:4][C:5]2[CH2:9][O:10][CH:14]([CH2:13][Br:12])[O:8][C:6]=2[CH:7]=1, predict the reactants needed to synthesize it. The reactants are: [Br:1][C:2]1[C:3]([F:11])=[CH:4][C:5]([CH2:9][OH:10])=[C:6]([OH:8])[CH:7]=1.[Br:12][CH2:13][CH:14](OC)OC.OS(O)(=O)=O. (6) Given the product [CH2:7]1[C:8]2[C:13](=[C:12]([O:15][CH2:16][CH2:17][N:18]([CH3:20])[CH3:19])[CH:11]=[CH:10][CH:9]=2)[CH2:14][NH:6]1, predict the reactants needed to synthesize it. The reactants are: COC1C=C(OC)C=CC=1C[N:6]1[CH2:14][C:13]2[C:8](=[CH:9][CH:10]=[CH:11][C:12]=2[O:15][CH2:16][CH2:17][N:18]([CH3:20])[CH3:19])[CH2:7]1.